From a dataset of Forward reaction prediction with 1.9M reactions from USPTO patents (1976-2016). Predict the product of the given reaction. (1) The product is: [CH3:48][Si:11]([CH3:10])([C:42]([CH3:46])([CH3:47])[CH:43]([CH3:44])[CH3:45])[O:12][C@@H:13]([C:38]([CH3:40])([O:41][Si:2]([CH3:9])([CH3:8])[CH3:1])[CH3:39])[CH2:14][CH2:15][C@H:16]([C@@H:24]1[C@:32]2([CH3:33])[C@H:27]([C@@H:28]([O:34][C:35](=[O:37])[CH3:36])[CH2:29][CH2:30][CH2:31]2)[CH2:26][CH2:25]1)[CH2:17][CH2:18][CH2:19][C:20]([CH3:22])([O:23][Si:2]([CH3:9])([CH3:8])[CH3:1])[CH3:21]. Given the reactants [CH3:1][Si:2]([CH3:9])([CH3:8])N1C=CN=C1.[CH3:10][Si:11]([CH3:48])([C:42]([CH3:47])([CH3:46])[CH:43]([CH3:45])[CH3:44])[O:12][C@@H:13]([C:38]([OH:41])([CH3:40])[CH3:39])[CH2:14][CH2:15][C@H:16]([C@@H:24]1[C@:32]2([CH3:33])[C@H:27]([C@@H:28]([O:34][C:35](=[O:37])[CH3:36])[CH2:29][CH2:30][CH2:31]2)[CH2:26][CH2:25]1)[CH2:17][CH2:18][CH2:19][C:20]([OH:23])([CH3:22])[CH3:21], predict the reaction product. (2) Given the reactants [Br:1][CH2:2][CH2:3]Br.[OH-].[Na+].[Br:7][C:8]1[CH:13]=[CH:12][CH:11]=[C:10]([Br:14])[C:9]=1[OH:15].C(OCC)(=O)C, predict the reaction product. The product is: [Br:7][C:8]1[CH:13]=[CH:12][CH:11]=[C:10]([Br:14])[C:9]=1[O:15][CH2:3][CH2:2][Br:1]. (3) The product is: [CH3:46][O:45][C:44]1[CH:35]=[C:36]2[C:41](=[CH:42][CH:43]=1)[CH:40]=[C:39]([C:47]([NH:5][S:2]([CH3:1])(=[O:4])=[O:3])=[O:48])[CH:38]=[CH:37]2. Given the reactants [CH3:1][S:2]([NH2:5])(=[O:4])=[O:3].C(OC(N(C)[C@@H](C)C(N[C@H]1C2(CCOCC2)OC2C=CC=CC=2N(C[C:35]2[C:44]([O:45][CH3:46])=[CH:43][CH:42]=[C:41]3[C:36]=2[CH:37]=[CH:38][C:39]([C:47](O)=[O:48])=[CH:40]3)C1=O)=O)=O)(C)(C)C.CCN=C=NCCCN(C)C, predict the reaction product. (4) The product is: [C:14]([C:2]1[CH:7]=[C:6]([CH3:8])[CH:5]=[CH:4][C:3]=1[OH:9])#[CH:15]. Given the reactants Br[C:2]1[CH:7]=[C:6]([CH3:8])[CH:5]=[CH:4][C:3]=1[OH:9].C[Si]([C:14]#[CH:15])(C)C.[F-].[K+].C(Cl)Cl, predict the reaction product. (5) The product is: [Cl:1][C:2]1[CH:3]=[C:4]2[NH:22][C:21]([O:23][C@H:24]3[C@H:28]4[O:29][CH2:30][CH:31]([CH2:32][C:33]([OH:35])=[O:34])[C@H:27]4[O:26][CH2:25]3)=[N:20][C:5]2=[N:6][C:7]=1[C:8]1[CH:13]=[CH:12][C:11]([C:14]2[CH:15]=[CH:16][CH:17]=[CH:18][CH:19]=2)=[CH:10][CH:9]=1. Given the reactants [Cl:1][C:2]1[CH:3]=[C:4]2[NH:22][C:21]([O:23][C@H:24]3[C@H:28]4[O:29][CH2:30][CH:31]([CH2:32][C:33]([O:35]CC)=[O:34])[C@H:27]4[O:26][CH2:25]3)=[N:20][C:5]2=[N:6][C:7]=1[C:8]1[CH:13]=[CH:12][C:11]([C:14]2[CH:19]=[CH:18][CH:17]=[CH:16][CH:15]=2)=[CH:10][CH:9]=1.[OH-].[Na+], predict the reaction product. (6) Given the reactants [C:1]([OH:6])(=[O:5])[C@H:2]([CH3:4])[OH:3].[C:7]1([CH3:17])[CH:12]=CC(S(O)(=O)=O)=C[CH:8]=1, predict the reaction product. The product is: [CH3:4][CH:2]1[O:3][CH:8]([CH:7]([CH3:17])[CH3:12])[O:5][C:1]1=[O:6]. (7) Given the reactants [O-:1][N+:2]1[C:7]2[CH:8]=[CH:9][CH:10]=[CH:11][C:6]=2[N:5]=[C:4]([N:12]2[CH2:17][CH2:16][CH:15]([C:18]([OH:20])=O)[CH2:14][CH2:13]2)[N:3]=1.[NH2:21][C:22]1[S:23][CH:24]=[CH:25][C:26]=1[C:27]([O:29][CH3:30])=[O:28], predict the reaction product. The product is: [O-:1][N+:2]1[C:7]2[CH:8]=[CH:9][CH:10]=[CH:11][C:6]=2[N:5]=[C:4]([N:12]2[CH2:13][CH2:14][CH:15]([C:18]([NH:21][C:22]3[S:23][CH:24]=[CH:25][C:26]=3[C:27]([O:29][CH3:30])=[O:28])=[O:20])[CH2:16][CH2:17]2)[N:3]=1.